Dataset: NCI-60 drug combinations with 297,098 pairs across 59 cell lines. Task: Regression. Given two drug SMILES strings and cell line genomic features, predict the synergy score measuring deviation from expected non-interaction effect. Drug 1: C1CC(C1)(C(=O)O)C(=O)O.[NH2-].[NH2-].[Pt+2]. Drug 2: CN1C(=O)N2C=NC(=C2N=N1)C(=O)N. Cell line: KM12. Synergy scores: CSS=5.87, Synergy_ZIP=7.49, Synergy_Bliss=7.36, Synergy_Loewe=-6.40, Synergy_HSA=-3.78.